Dataset: Full USPTO retrosynthesis dataset with 1.9M reactions from patents (1976-2016). Task: Predict the reactants needed to synthesize the given product. (1) Given the product [Cl:1][C:2]1[C:7]([NH:8][C:13]2[C:14](=[O:19])[C:15](=[O:16])[C:12]=2[O:11][CH2:9][CH3:10])=[CH:6][CH:5]=[CH:4][N:3]=1, predict the reactants needed to synthesize it. The reactants are: [Cl:1][C:2]1[C:7]([NH2:8])=[CH:6][CH:5]=[CH:4][N:3]=1.[CH2:9]([O:11][C:12]1[C:13](=O)[C:14](=[O:19])[C:15]=1[O:16]CC)[CH3:10]. (2) The reactants are: [Br:1][C:2]1[CH:3]=[CH:4][C:5]2[N:6]([N:9]=[C:10]([NH2:12])[N:11]=2)[C:7]=1[CH3:8].Cl.[C:14](Cl)(=[O:21])[C:15]1[CH:20]=[CH:19][CH:18]=[N:17][CH:16]=1. Given the product [Br:1][C:2]1[CH:3]=[CH:4][C:5]2[N:6]([N:9]=[C:10]([NH:12][C:14](=[O:21])[C:15]3[CH:20]=[CH:19][CH:18]=[N:17][CH:16]=3)[N:11]=2)[C:7]=1[CH3:8], predict the reactants needed to synthesize it.